Dataset: Forward reaction prediction with 1.9M reactions from USPTO patents (1976-2016). Task: Predict the product of the given reaction. (1) Given the reactants [CH3:1][C:2]1([CH3:19])[CH2:14][C:13]2=[N:15][NH:16][C:17](=[O:18])[C:10]3[C:11]4[C:12]2=C(NC=4[CH:7]=[CH:8][CH:9]=3)[CH2:3]1.[H-].[Na+].[CH3:22]I.[CH3:24][N:25]([CH:27]=O)[CH3:26], predict the reaction product. The product is: [CH3:1][C:2]1([CH3:19])[CH2:14][C:13]2=[N:15][N:16]([CH3:22])[C:17](=[O:18])[C:10]3[C:11]4[C:12]2=[C:27]([N:25]([CH3:24])[C:26]=4[CH:7]=[CH:8][CH:9]=3)[CH2:3]1. (2) Given the reactants [CH3:1][C:2]1[CH:7]=[CH:6][C:5]([CH2:8][N:9]([CH:22]2[CH2:27][CH2:26][N:25]([CH2:28][C:29]3[CH:34]=[CH:33][CH:32]=[CH:31][CH:30]=3)[CH2:24][CH2:23]2)[C:10](=O)[CH2:11][CH2:12][C:13]2[CH:18]=[CH:17][C:16]([O:19][CH3:20])=[CH:15][CH:14]=2)=[CH:4][CH:3]=1.COC1C=CC(P2(SP(C3C=CC(OC)=CC=3)(=S)S2)=[S:44])=CC=1, predict the reaction product. The product is: [CH3:1][C:2]1[CH:7]=[CH:6][C:5]([CH2:8][N:9]([CH:22]2[CH2:27][CH2:26][N:25]([CH2:28][C:29]3[CH:34]=[CH:33][CH:32]=[CH:31][CH:30]=3)[CH2:24][CH2:23]2)[C:10](=[S:44])[CH2:11][CH2:12][C:13]2[CH:18]=[CH:17][C:16]([O:19][CH3:20])=[CH:15][CH:14]=2)=[CH:4][CH:3]=1. (3) Given the reactants [CH3:1][O:2][C:3]1[CH:8]=[CH:7][C:6]([Cl:9])=[CH:5][C:4]=1B(O)O.C(C1C=CC(B(O)O)=CC=1)(O)=O.Br[C:26]1[CH:27]=[C:28]([C:32]2[NH:36][N:35]=[N:34][N:33]=2)[CH:29]=[CH:30][CH:31]=1, predict the reaction product. The product is: [Cl:9][C:6]1[CH:7]=[CH:8][C:3]([O:2][CH3:1])=[C:4]([C:30]2[CH:31]=[CH:26][CH:27]=[C:28]([C:32]3[NH:36][N:35]=[N:34][N:33]=3)[CH:29]=2)[CH:5]=1. (4) Given the reactants [CH:1]1([C:6]2([CH2:14][CH2:15][C:16]3[CH:21]=[C:20]([F:22])[C:19]([C:23]4([C:26]#[N:27])[CH2:25][CH2:24]4)=[C:18]([F:28])[CH:17]=3)[CH2:11][C:10](=[O:12])[CH2:9][C:8](=[O:13])[O:7]2)[CH2:5][CH2:4][CH2:3][CH2:2]1.C1(C2(CCC3C=C(F)C(C(C)(C)C#N)=C(F)C=3)CC(=O)CC(=O)O2)CCCC1.[CH3:57][C:58]1[CH:59]=[N:60][C:61]2[N:62]([N:64]=[C:65]([CH:67]=O)[N:66]=2)[CH:63]=1.CC1C=C(C)N2N=C(C=O)N=C2N=1, predict the reaction product. The product is: [CH:1]1([C:6]2([CH2:14][CH2:15][C:16]3[CH:17]=[C:18]([F:28])[C:19]([C:23]4([C:26]#[N:27])[CH2:24][CH2:25]4)=[C:20]([F:22])[CH:21]=3)[CH2:11][C:10]([OH:12])=[C:9]([CH2:67][C:65]3[N:66]=[C:61]4[N:60]=[CH:59][C:58]([CH3:57])=[CH:63][N:62]4[N:64]=3)[C:8](=[O:13])[O:7]2)[CH2:5][CH2:4][CH2:3][CH2:2]1. (5) Given the reactants [S:1]([NH2:11])(=[O:10])([C:3]1[CH:8]=[CH:7][C:6]([NH2:9])=[CH:5][CH:4]=1)=[O:2].C([NH:20][C:21]#[N:22])(=O)C1C=CC=CC=1, predict the reaction product. The product is: [S:1]([C:3]1[CH:4]=[CH:5][C:6]([NH:9][C:21]([NH2:22])=[NH:20])=[CH:7][CH:8]=1)(=[O:10])(=[O:2])[NH2:11]. (6) Given the reactants [CH2:1]([C:3]1[C:11]2[N:10]3[C:12]([CH3:15])=[N:13][CH:14]=[C:9]3[CH:8]=[N:7][C:6]=2[N:5]([CH2:16][O:17][CH2:18][CH2:19][Si:20]([CH3:23])([CH3:22])[CH3:21])[C:4]=1[C:24]1[CH:29]=[CH:28][C:27]([C:30]2([CH3:35])OCC[O:31]2)=[CH:26][CH:25]=1)[CH3:2].Cl, predict the reaction product. The product is: [CH2:1]([C:3]1[C:11]2[N:10]3[C:12]([CH3:15])=[N:13][CH:14]=[C:9]3[CH:8]=[N:7][C:6]=2[N:5]([CH2:16][O:17][CH2:18][CH2:19][Si:20]([CH3:23])([CH3:22])[CH3:21])[C:4]=1[C:24]1[CH:25]=[CH:26][C:27]([C:30](=[O:31])[CH3:35])=[CH:28][CH:29]=1)[CH3:2]. (7) Given the reactants O.NN.O.[CH3:5][C:6]([CH3:30])([CH2:15][CH2:16][CH2:17][CH2:18][N:19]1C(=O)C2=CC=CC=C2C1=O)[CH2:7][O:8][CH:9]1[CH2:14][CH2:13][CH2:12][CH2:11][O:10]1, predict the reaction product. The product is: [CH3:5][C:6]([CH3:30])([CH2:7][O:8][CH:9]1[CH2:14][CH2:13][CH2:12][CH2:11][O:10]1)[CH2:15][CH2:16][CH2:17][CH2:18][NH2:19]. (8) Given the reactants C([O:3][C:4](=[O:20])[CH2:5][CH:6]([N:10]1[C:14]2[CH:15]=[CH:16][CH:17]=[CH:18][C:13]=2[NH:12][C:11]1=[O:19])[CH2:7][CH2:8][CH3:9])C.[Br:21][C:22]1[CH:23]=[CH:24][C:25]([O:30][CH3:31])=[C:26]([CH2:28]O)[CH:27]=1.CC(OC(/N=N/C(OC(C)C)=O)=O)C, predict the reaction product. The product is: [Br:21][C:22]1[CH:23]=[CH:24][C:25]([O:30][CH3:31])=[C:26]([CH:27]=1)[CH2:28][N:12]1[C:13]2[CH:18]=[CH:17][CH:16]=[CH:15][C:14]=2[N:10]([CH:6]([CH2:7][CH2:8][CH3:9])[CH2:5][C:4]([OH:3])=[O:20])[C:11]1=[O:19]. (9) Given the reactants [Br:1][C:2]1[CH:7]=[CH:6][C:5]([N:8]2[CH2:12][CH2:11][NH:10][C:9]2=[O:13])=[CH:4][C:3]=1[CH3:14].CC1(C)C2C=CC=C(P(C3C=CC=CC=3)C3C=CC=CC=3)C=2OC2C1=CC=CC=2P(C1C=CC=CC=1)C1C=CC=CC=1.C([O-])([O-])=O.[Cs+].[Cs+].Br[C:64]1[CH:69]=[CH:68][CH:67]=[C:66]([C:70]([F:73])([F:72])[F:71])[CH:65]=1, predict the reaction product. The product is: [Br:1][C:2]1[CH:7]=[CH:6][C:5]([N:8]2[CH2:12][CH2:11][N:10]([C:64]3[CH:69]=[CH:68][CH:67]=[C:66]([C:70]([F:73])([F:72])[F:71])[CH:65]=3)[C:9]2=[O:13])=[CH:4][C:3]=1[CH3:14]. (10) Given the reactants [Br:1][C:2]1[CH:7]=[CH:6][C:5]([OH:8])=[C:4]([Cl:9])[CH:3]=1.CN(C=O)C.C([O-])([O-])=O.[K+].[K+].Cl[C:22]([F:27])([F:26])C(O)=O, predict the reaction product. The product is: [Br:1][C:2]1[CH:7]=[CH:6][C:5]([O:8][CH:22]([F:27])[F:26])=[C:4]([Cl:9])[CH:3]=1.